Task: Regression. Given two drug SMILES strings and cell line genomic features, predict the synergy score measuring deviation from expected non-interaction effect.. Dataset: NCI-60 drug combinations with 297,098 pairs across 59 cell lines (1) Drug 1: C1CC(C1)(C(=O)O)C(=O)O.[NH2-].[NH2-].[Pt+2]. Drug 2: CC(C)CN1C=NC2=C1C3=CC=CC=C3N=C2N. Cell line: SNB-75. Synergy scores: CSS=3.29, Synergy_ZIP=-2.26, Synergy_Bliss=-2.85, Synergy_Loewe=-1.87, Synergy_HSA=-1.78. (2) Drug 1: CCC1(CC2CC(C3=C(CCN(C2)C1)C4=CC=CC=C4N3)(C5=C(C=C6C(=C5)C78CCN9C7C(C=CC9)(C(C(C8N6C=O)(C(=O)OC)O)OC(=O)C)CC)OC)C(=O)OC)O.OS(=O)(=O)O. Drug 2: CCN(CC)CCNC(=O)C1=C(NC(=C1C)C=C2C3=C(C=CC(=C3)F)NC2=O)C. Cell line: EKVX. Synergy scores: CSS=9.90, Synergy_ZIP=-0.792, Synergy_Bliss=0.996, Synergy_Loewe=-7.49, Synergy_HSA=1.05. (3) Drug 1: C1=CC(=CC=C1CCC2=CNC3=C2C(=O)NC(=N3)N)C(=O)NC(CCC(=O)O)C(=O)O. Drug 2: CC1CCC2CC(C(=CC=CC=CC(CC(C(=O)C(C(C(=CC(C(=O)CC(OC(=O)C3CCCCN3C(=O)C(=O)C1(O2)O)C(C)CC4CCC(C(C4)OC)O)C)C)O)OC)C)C)C)OC. Cell line: OVCAR-8. Synergy scores: CSS=41.7, Synergy_ZIP=-1.18, Synergy_Bliss=-1.84, Synergy_Loewe=5.58, Synergy_HSA=6.92. (4) Drug 1: CC1=C(N=C(N=C1N)C(CC(=O)N)NCC(C(=O)N)N)C(=O)NC(C(C2=CN=CN2)OC3C(C(C(C(O3)CO)O)O)OC4C(C(C(C(O4)CO)O)OC(=O)N)O)C(=O)NC(C)C(C(C)C(=O)NC(C(C)O)C(=O)NCCC5=NC(=CS5)C6=NC(=CS6)C(=O)NCCC[S+](C)C)O. Drug 2: CCN(CC)CCCC(C)NC1=C2C=C(C=CC2=NC3=C1C=CC(=C3)Cl)OC. Cell line: HCT-15. Synergy scores: CSS=41.5, Synergy_ZIP=-5.72, Synergy_Bliss=-3.49, Synergy_Loewe=-7.06, Synergy_HSA=-2.11. (5) Synergy scores: CSS=33.6, Synergy_ZIP=-0.101, Synergy_Bliss=2.11, Synergy_Loewe=-7.60, Synergy_HSA=2.02. Drug 2: CC1=C(C=C(C=C1)C(=O)NC2=CC(=CC(=C2)C(F)(F)F)N3C=C(N=C3)C)NC4=NC=CC(=N4)C5=CN=CC=C5. Cell line: RXF 393. Drug 1: CC1C(C(CC(O1)OC2CC(OC(C2O)C)OC3=CC4=CC5=C(C(=O)C(C(C5)C(C(=O)C(C(C)O)O)OC)OC6CC(C(C(O6)C)O)OC7CC(C(C(O7)C)O)OC8CC(C(C(O8)C)O)(C)O)C(=C4C(=C3C)O)O)O)O. (6) Drug 1: C1CCC(C(C1)N)N.C(=O)(C(=O)[O-])[O-].[Pt+4]. Drug 2: C1CN(P(=O)(OC1)NCCCl)CCCl. Cell line: NCI/ADR-RES. Synergy scores: CSS=11.6, Synergy_ZIP=-15.5, Synergy_Bliss=-19.5, Synergy_Loewe=-14.5, Synergy_HSA=-14.5.